From a dataset of NCI-60 drug combinations with 297,098 pairs across 59 cell lines. Regression. Given two drug SMILES strings and cell line genomic features, predict the synergy score measuring deviation from expected non-interaction effect. (1) Drug 1: CCCS(=O)(=O)NC1=C(C(=C(C=C1)F)C(=O)C2=CNC3=C2C=C(C=N3)C4=CC=C(C=C4)Cl)F. Drug 2: C(CC(=O)O)C(=O)CN.Cl. Cell line: CCRF-CEM. Synergy scores: CSS=19.6, Synergy_ZIP=0.916, Synergy_Bliss=2.91, Synergy_Loewe=1.52, Synergy_HSA=0.984. (2) Drug 1: CC1C(C(CC(O1)OC2CC(OC(C2O)C)OC3=CC4=CC5=C(C(=O)C(C(C5)C(C(=O)C(C(C)O)O)OC)OC6CC(C(C(O6)C)O)OC7CC(C(C(O7)C)O)OC8CC(C(C(O8)C)O)(C)O)C(=C4C(=C3C)O)O)O)O. Drug 2: CC1=C(C(=O)C2=C(C1=O)N3CC4C(C3(C2COC(=O)N)OC)N4)N. Cell line: K-562. Synergy scores: CSS=82.4, Synergy_ZIP=1.16, Synergy_Bliss=3.15, Synergy_Loewe=0.930, Synergy_HSA=2.10. (3) Drug 1: CS(=O)(=O)OCCCCOS(=O)(=O)C. Drug 2: CC12CCC3C(C1CCC2OP(=O)(O)O)CCC4=C3C=CC(=C4)OC(=O)N(CCCl)CCCl.[Na+]. Cell line: M14. Synergy scores: CSS=2.62, Synergy_ZIP=-1.09, Synergy_Bliss=-1.24, Synergy_Loewe=-2.17, Synergy_HSA=-2.40.